Regression. Given a peptide amino acid sequence and an MHC pseudo amino acid sequence, predict their binding affinity value. This is MHC class I binding data. From a dataset of Peptide-MHC class I binding affinity with 185,985 pairs from IEDB/IMGT. The peptide sequence is ALFFFDIDL. The MHC is HLA-A02:01 with pseudo-sequence HLA-A02:01. The binding affinity (normalized) is 0.297.